Predict the product of the given reaction. From a dataset of Forward reaction prediction with 1.9M reactions from USPTO patents (1976-2016). Given the reactants [CH3:1][C:2]1([CH3:22])[C:21]2[CH:9]3[N:10]([C:14]([O:16][C:17]([CH3:20])([CH3:19])[CH3:18])=[O:15])[C:11](=[O:13])[CH2:12][CH:8]3[CH2:7][C:6]=2[CH2:5][CH2:4][CH2:3]1.CC(O[CH:28](N(C)C)[N:29]([CH3:31])[CH3:30])(C)C.O, predict the reaction product. The product is: [CH3:28][N:29](/[CH:31]=[C:12]1\[CH:8]2[CH2:7][C:6]3[CH2:5][CH2:4][CH2:3][C:2]([CH3:22])([CH3:1])[C:21]=3[CH:9]2[N:10]([C:14]([O:16][C:17]([CH3:20])([CH3:19])[CH3:18])=[O:15])[C:11]\1=[O:13])[CH3:30].